This data is from Catalyst prediction with 721,799 reactions and 888 catalyst types from USPTO. The task is: Predict which catalyst facilitates the given reaction. (1) Reactant: Cl.Cl.[Cl:3][C:4]1[CH:9]=[CH:8][C:7]([C@@H:10]([C@@H:30]2[CH2:34][CH2:33][CH2:32][NH:31]2)[C:11]([N:13]2[CH2:18][CH2:17][N:16]([C:19]3[C:20]4[C@H:27]([CH3:28])[CH2:26][C@@H:25]([OH:29])[C:21]=4[N:22]=[CH:23][N:24]=3)[CH2:15][CH2:14]2)=[O:12])=[CH:6][CH:5]=1.[CH:35](N(C(C)C)CC)([CH3:37])[CH3:36].CC(=O)C.C(O[BH-](OC(=O)C)OC(=O)C)(=O)C.[Na+]. Product: [Cl:3][C:4]1[CH:9]=[CH:8][C:7]([C@@H:10]([C@@H:30]2[CH2:34][CH2:33][CH2:32][N:31]2[CH:35]([CH3:37])[CH3:36])[C:11]([N:13]2[CH2:14][CH2:15][N:16]([C:19]3[C:20]4[C@H:27]([CH3:28])[CH2:26][C@@H:25]([OH:29])[C:21]=4[N:22]=[CH:23][N:24]=3)[CH2:17][CH2:18]2)=[O:12])=[CH:6][CH:5]=1. The catalyst class is: 26. (2) Reactant: Br[C:2]1[C:3]2[C:4]([S:19][C:20]3[CH:25]=[CH:24][C:23]([Cl:26])=[CH:22][CH:21]=3)=[C:5]3[CH:14]([CH2:15][C:16]([OH:18])=[O:17])[CH2:13][CH2:12][N:6]3[C:7]=2[CH:8]=[C:9]([F:11])[CH:10]=1.C[Mg+].[Br-].[Li]CCCC.CCCCCC.[CH:41](=[O:44])[CH2:42][CH3:43]. Product: [Cl:26][C:23]1[CH:24]=[CH:25][C:20]([S:19][C:4]2[C:3]3[C:2]([CH:41]([OH:44])[CH2:42][CH3:43])=[CH:10][C:9]([F:11])=[CH:8][C:7]=3[N:6]3[CH2:12][CH2:13][CH:14]([CH2:15][C:16]([OH:18])=[O:17])[C:5]=23)=[CH:21][CH:22]=1. The catalyst class is: 1. (3) Reactant: C[Al](C)C.[CH:5]1([CH2:8][NH2:9])[CH2:7][CH2:6]1.C[O:11][C:12](=O)[C:13]1[CH:18]=[CH:17][C:16]([O:19][CH2:20][C:21]2[C:22]([C:27]3[CH:32]=[CH:31][C:30]([Cl:33])=[CH:29][CH:28]=3)=[N:23][O:24][C:25]=2[CH3:26])=[N:15][CH:14]=1.O. Product: [Cl:33][C:30]1[CH:29]=[CH:28][C:27]([C:22]2[C:21]([CH2:20][O:19][C:16]3[CH:17]=[CH:18][C:13]([C:12]([NH:9][CH2:8][CH:5]4[CH2:7][CH2:6]4)=[O:11])=[CH:14][N:15]=3)=[C:25]([CH3:26])[O:24][N:23]=2)=[CH:32][CH:31]=1. The catalyst class is: 12.